This data is from PAMPA (Parallel Artificial Membrane Permeability Assay) permeability data from NCATS. The task is: Regression/Classification. Given a drug SMILES string, predict its absorption, distribution, metabolism, or excretion properties. Task type varies by dataset: regression for continuous measurements (e.g., permeability, clearance, half-life) or binary classification for categorical outcomes (e.g., BBB penetration, CYP inhibition). Dataset: pampa_ncats. (1) The compound is C1=CC(=CC(=C1)Cl)CNC2=CC=C(C=C2)[S+](=O)(NC3=NC=CS3)[O-]. The result is 1 (high permeability). (2) The molecule is CCN(CC)S(=O)(=O)C1=CC(=C(C=C1)N2CCCC2)NS(=O)(=O)C3=CC=C(C=C3)C. The result is 1 (high permeability). (3) The compound is CC(C)OC1=CC=C(C=C1)C(=O)NC2=CC3=C(C=C2)N(CCC3)C(=O)C4=CC=CS4. The result is 1 (high permeability). (4) The molecule is C1=COC(=C1)C2=NC3=C(N2)C=NC=C3. The result is 1 (high permeability). (5) The compound is CC1=CC(=CC(=C1)C(=O)NC2=CC3=C(C=C2)C(=NC=N3)N4CCCC4)C. The result is 1 (high permeability).